This data is from NCI-60 drug combinations with 297,098 pairs across 59 cell lines. The task is: Regression. Given two drug SMILES strings and cell line genomic features, predict the synergy score measuring deviation from expected non-interaction effect. (1) Synergy scores: CSS=29.9, Synergy_ZIP=-3.17, Synergy_Bliss=-3.36, Synergy_Loewe=-12.0, Synergy_HSA=-1.15. Cell line: SK-MEL-28. Drug 2: CC1CCCC2(C(O2)CC(NC(=O)CC(C(C(=O)C(C1O)C)(C)C)O)C(=CC3=CSC(=N3)C)C)C. Drug 1: CCN(CC)CCCC(C)NC1=C2C=C(C=CC2=NC3=C1C=CC(=C3)Cl)OC. (2) Drug 1: CCCCCOC(=O)NC1=NC(=O)N(C=C1F)C2C(C(C(O2)C)O)O. Drug 2: C1CNP(=O)(OC1)N(CCCl)CCCl. Cell line: COLO 205. Synergy scores: CSS=-7.48, Synergy_ZIP=2.35, Synergy_Bliss=0.0435, Synergy_Loewe=-3.44, Synergy_HSA=-3.59. (3) Drug 1: CCC1(CC2CC(C3=C(CCN(C2)C1)C4=CC=CC=C4N3)(C5=C(C=C6C(=C5)C78CCN9C7C(C=CC9)(C(C(C8N6C)(C(=O)OC)O)OC(=O)C)CC)OC)C(=O)OC)O.OS(=O)(=O)O. Drug 2: CC=C1C(=O)NC(C(=O)OC2CC(=O)NC(C(=O)NC(CSSCCC=C2)C(=O)N1)C(C)C)C(C)C. Cell line: SNB-75. Synergy scores: CSS=20.2, Synergy_ZIP=-0.501, Synergy_Bliss=-1.42, Synergy_Loewe=-15.5, Synergy_HSA=-0.759. (4) Drug 1: CC1CCC2CC(C(=CC=CC=CC(CC(C(=O)C(C(C(=CC(C(=O)CC(OC(=O)C3CCCCN3C(=O)C(=O)C1(O2)O)C(C)CC4CCC(C(C4)OC)OCCO)C)C)O)OC)C)C)C)OC. Drug 2: C1=CC=C(C(=C1)C(C2=CC=C(C=C2)Cl)C(Cl)Cl)Cl. Cell line: OVCAR-8. Synergy scores: CSS=5.05, Synergy_ZIP=5.82, Synergy_Bliss=9.69, Synergy_Loewe=2.25, Synergy_HSA=7.12. (5) Synergy scores: CSS=57.8, Synergy_ZIP=3.38, Synergy_Bliss=3.70, Synergy_Loewe=10.5, Synergy_HSA=14.1. Drug 2: C1C(C(OC1N2C=NC(=NC2=O)N)CO)O. Drug 1: CN(C)N=NC1=C(NC=N1)C(=O)N. Cell line: CCRF-CEM. (6) Drug 1: C1=CN(C(=O)N=C1N)C2C(C(C(O2)CO)O)O.Cl. Drug 2: CC1=C(C=C(C=C1)C(=O)NC2=CC(=CC(=C2)C(F)(F)F)N3C=C(N=C3)C)NC4=NC=CC(=N4)C5=CN=CC=C5. Cell line: RPMI-8226. Synergy scores: CSS=6.86, Synergy_ZIP=-1.72, Synergy_Bliss=0.329, Synergy_Loewe=0.320, Synergy_HSA=-2.32. (7) Drug 1: CS(=O)(=O)CCNCC1=CC=C(O1)C2=CC3=C(C=C2)N=CN=C3NC4=CC(=C(C=C4)OCC5=CC(=CC=C5)F)Cl. Drug 2: CN(CC1=CN=C2C(=N1)C(=NC(=N2)N)N)C3=CC=C(C=C3)C(=O)NC(CCC(=O)O)C(=O)O. Cell line: SR. Synergy scores: CSS=64.5, Synergy_ZIP=7.25, Synergy_Bliss=7.34, Synergy_Loewe=-19.1, Synergy_HSA=7.49.